This data is from Forward reaction prediction with 1.9M reactions from USPTO patents (1976-2016). The task is: Predict the product of the given reaction. (1) Given the reactants [CH2:1]([O:8][C:9]1[C:10]2[N:11]([N:16]=[CH:17][CH:18]=2)[CH:12]=[C:13](Br)[CH:14]=1)[C:2]1[CH:7]=[CH:6][CH:5]=[CH:4][CH:3]=1.[CH3:19][N:20]1[CH:24]=[C:23](B2OC(C)(C)C(C)(C)O2)[CH:22]=[N:21]1.C(=O)([O-])[O-].[Na+].[Na+].O, predict the reaction product. The product is: [CH2:1]([O:8][C:9]1[C:10]2[N:11]([N:16]=[CH:17][CH:18]=2)[CH:12]=[C:13]([C:23]2[CH:22]=[N:21][N:20]([CH3:19])[CH:24]=2)[CH:14]=1)[C:2]1[CH:7]=[CH:6][CH:5]=[CH:4][CH:3]=1. (2) The product is: [F:1][C:2]1[CH:3]=[C:4]([NH:9][C:10]2[N:18]=[CH:17][CH:16]=[CH:15][C:11]=2[C:12]([NH:24][C:20]([CH3:21])([C:22]#[CH:23])[CH3:19])=[O:14])[CH:5]=[CH:6][C:7]=1[CH3:8]. Given the reactants [F:1][C:2]1[CH:3]=[C:4]([NH:9][C:10]2[N:18]=[CH:17][CH:16]=[CH:15][C:11]=2[C:12]([OH:14])=O)[CH:5]=[CH:6][C:7]=1[CH3:8].[CH3:19][C:20]([NH2:24])([C:22]#[CH:23])[CH3:21].C1C=CC2N(O)N=NC=2C=1.CCN=C=NCCCN(C)C.CCN(C(C)C)C(C)C, predict the reaction product. (3) Given the reactants C([O:3][C:4]([C:6]1[C:7]([C:11](=[O:16])[NH:12][CH:13]2[CH2:15][CH2:14]2)=[N:8][O:9][CH:10]=1)=[O:5])C.[Li+].[OH-].C(OCC)C, predict the reaction product. The product is: [CH:13]1([NH:12][C:11]([C:7]2[C:6]([C:4]([OH:5])=[O:3])=[CH:10][O:9][N:8]=2)=[O:16])[CH2:14][CH2:15]1. (4) Given the reactants [CH3:1][O:2][CH2:3][CH:4]([NH:16][C:17]([N:19]1[CH2:24][C:23](=[O:25])[NH:22][C:21]2[CH:26]=[CH:27][C:28]([N:30]3[CH:34]=[CH:33][CH:32]=[N:31]3)=[N:29][C:20]1=2)=[O:18])[C:5]1[CH:10]=[CH:9][C:8]([O:11][C:12]([F:15])([F:14])[F:13])=[CH:7][CH:6]=1.C(=O)=O.CO, predict the reaction product. The product is: [CH3:1][O:2][CH2:3][C@@H:4]([NH:16][C:17]([N:19]1[CH2:24][C:23](=[O:25])[NH:22][C:21]2[CH:26]=[CH:27][C:28]([N:30]3[CH:34]=[CH:33][CH:32]=[N:31]3)=[N:29][C:20]1=2)=[O:18])[C:5]1[CH:10]=[CH:9][C:8]([O:11][C:12]([F:15])([F:13])[F:14])=[CH:7][CH:6]=1.